This data is from Reaction yield outcomes from USPTO patents with 853,638 reactions. The task is: Predict the reaction yield, written as a fraction of the theoretical maximum amount of product (1.0 means a 100% yield; for example, 0.34 means a 34% yield). (1) The reactants are [O:1]1[CH2:5][CH2:4][CH:3]([CH2:6][OH:7])[CH2:2]1.C(N(CC)CC)C.[CH3:15][S:16](Cl)(=[O:18])=[O:17].C([O-])(O)=O.[Na+]. The product is [CH3:15][S:16]([O:7][CH2:6][CH:3]1[CH2:4][CH2:5][O:1][CH2:2]1)(=[O:18])=[O:17]. The catalyst is ClCCl. The yield is 0.990. (2) The reactants are [CH3:1][O:2][C:3]([C:5]1[CH:10]=[C:9]([NH2:11])[N:8]=[C:7]([C:12]2[CH:17]=[CH:16][C:15]([Cl:18])=[C:14]([O:19][CH3:20])[C:13]=2[F:21])[N:6]=1)=[O:4].[B-](F)(F)(F)[F:23].[B-](F)(F)(F)F.C1[N+]2(CCl)CC[N+](F)(CC2)C1. The catalyst is C(#N)C. The product is [CH3:1][O:2][C:3]([C:5]1[C:10]([F:23])=[C:9]([NH2:11])[N:8]=[C:7]([C:12]2[CH:17]=[CH:16][C:15]([Cl:18])=[C:14]([O:19][CH3:20])[C:13]=2[F:21])[N:6]=1)=[O:4]. The yield is 0.0320. (3) The reactants are [CH2:1]([OH:4])[CH2:2][OH:3].[H-].[Na+].Br[CH2:8][C:9]1[CH:14]=[CH:13][C:12]([F:15])=[CH:11][CH:10]=1.O. The catalyst is C1COCC1.[N+](CCCC)(CCCC)(CCCC)CCCC.[I-].CCOC(C)=O. The product is [F:15][C:12]1[CH:13]=[CH:14][C:9]([CH2:8][O:3][CH2:2][CH2:1][OH:4])=[CH:10][CH:11]=1. The yield is 0.480. (4) The reactants are [NH:1]([C:16]([O:18][C:19]([CH3:22])([CH3:21])[CH3:20])=[O:17])[C@@H:2]([C:13]([OH:15])=O)[CH2:3][C:4]1[C:12]2[C:7](=[CH:8][CH:9]=[CH:10][CH:11]=2)[NH:6][CH:5]=1.[NH2:23][C@H:24]([C:40]([O:42][C:43]([CH3:46])([CH3:45])[CH3:44])=[O:41])[CH2:25][CH2:26][CH2:27][CH2:28][NH:29][C:30]([O:32][CH2:33][C:34]1[CH:39]=[CH:38][CH:37]=[CH:36][CH:35]=1)=[O:31].OC1C2N=NNC=2C=CC=1.Cl.CNC(N=C=NCC)CCNC. The catalyst is CN(C)C1C=CN=CC=1.C(Cl)Cl. The product is [NH:1]([C:16]([O:18][C:19]([CH3:22])([CH3:21])[CH3:20])=[O:17])[C@@H:2]([C:13]([NH:23][C@H:24]([C:40]([O:42][C:43]([CH3:46])([CH3:45])[CH3:44])=[O:41])[CH2:25][CH2:26][CH2:27][CH2:28][NH:29][C:30]([O:32][CH2:33][C:34]1[CH:35]=[CH:36][CH:37]=[CH:38][CH:39]=1)=[O:31])=[O:15])[CH2:3][C:4]1[C:12]2[C:7](=[CH:8][CH:9]=[CH:10][CH:11]=2)[NH:6][CH:5]=1. The yield is 0.940. (5) The reactants are [CH2:1]([N:3]1[C:7]2=[N:8][C:9]([CH2:43][CH3:44])=[C:10]([CH2:19][NH:20][C:21](=[O:42])[CH2:22][C:23]([NH:25][CH2:26][C:27]3[CH:28]=[C:29]([C:34]4[CH:39]=[CH:38][CH:37]=[C:36]([CH:40]=O)[CH:35]=4)[C:30]([F:33])=[CH:31][CH:32]=3)=[O:24])[C:11]([NH:12][CH:13]3[CH2:18][CH2:17][O:16][CH2:15][CH2:14]3)=[C:6]2[CH:5]=[N:4]1)[CH3:2].[CH3:45][C@H:46]1[CH2:51][NH:50][CH2:49][CH2:48][N:47]1C(OC(C)(C)C)=O.C(O)(=O)C. The catalyst is CS(C)=O. The product is [CH2:1]([N:3]1[C:7]2=[N:8][C:9]([CH2:43][CH3:44])=[C:10]([CH2:19][NH:20][C:21](=[O:42])[CH2:22][C:23]([NH:25][CH2:26][C:27]3[CH:28]=[C:29]([C:34]4[CH:35]=[CH:36][CH:40]=[C:38]([CH2:37][N:50]5[CH2:49][CH2:48][NH:47][C@@H:46]([CH3:45])[CH2:51]5)[CH:39]=4)[C:30]([F:33])=[CH:31][CH:32]=3)=[O:24])[C:11]([NH:12][CH:13]3[CH2:14][CH2:15][O:16][CH2:17][CH2:18]3)=[C:6]2[CH:5]=[N:4]1)[CH3:2]. The yield is 0.389. (6) The reactants are [OH:1][C:2]1[CH:9]=[CH:8][C:5]([CH:6]=[O:7])=[CH:4][C:3]=1[O:10][CH3:11].[CH3:12][O:13][CH2:14][CH2:15][O:16][CH2:17]Cl. No catalyst specified. The product is [CH3:11][O:10][C:3]1[CH:4]=[C:5]([CH:8]=[CH:9][C:2]=1[O:1][CH2:12][O:13][CH2:14][CH2:15][O:16][CH3:17])[CH:6]=[O:7]. The yield is 0.310. (7) The reactants are [Cl:1][C:2]1[CH:3]=[C:4]2[C:12](=[C:13]([NH:15][C:16]([C@@H:18]3[CH2:23][O:22][C:21]([CH3:25])([CH3:24])[CH2:20][NH:19]3)=[O:17])[CH:14]=1)[NH:11][C:10]1[CH:9]=[N:8][CH:7]=[CH:6][C:5]2=1.C(N(CC)CC)C.C([BH3-])#N.[Na+].[C:37]([OH:41])(=[O:40])[CH:38]=O. The catalyst is CO.O. The product is [Cl:1][C:2]1[CH:3]=[C:4]2[C:12](=[C:13]([NH:15][C:16]([C@H:18]3[N:19]([CH2:38][C:37]([OH:41])=[O:40])[CH2:20][C:21]([CH3:25])([CH3:24])[O:22][CH2:23]3)=[O:17])[CH:14]=1)[NH:11][C:10]1[CH:9]=[N:8][CH:7]=[CH:6][C:5]2=1. The yield is 0.710.